The task is: Predict the product of the given reaction.. This data is from Forward reaction prediction with 1.9M reactions from USPTO patents (1976-2016). (1) The product is: [Cl:16][C:17]1[N:18]=[C:19]([NH:1][C:2]2[CH:7]=[CH:6][CH:5]=[CH:4][C:3]=2[S:8]([CH:11]([CH3:13])[CH3:12])(=[O:10])=[O:9])[C:20]([C:24]([F:27])([F:25])[F:26])=[CH:21][N:22]=1. Given the reactants [NH2:1][C:2]1[CH:7]=[CH:6][CH:5]=[CH:4][C:3]=1[S:8]([CH:11]([CH3:13])[CH3:12])(=[O:10])=[O:9].[H-].[Na+].[Cl:16][C:17]1[N:22]=[C:21](Cl)[C:20]([C:24]([F:27])([F:26])[F:25])=[CH:19][N:18]=1, predict the reaction product. (2) Given the reactants [Na].[CH2:2]([OH:5])[CH:3]=[CH2:4].Br[C:7]1[C:16]2[C:11](=[CH:12][CH:13]=[C:14]([O:17][CH3:18])[CH:15]=2)[N:10]=[CH:9][CH:8]=1.ClCCl, predict the reaction product. The product is: [CH2:2]([O:5][C:7]1[C:16]2[C:11](=[CH:12][CH:13]=[C:14]([O:17][CH3:18])[CH:15]=2)[N:10]=[CH:9][CH:8]=1)[CH:3]=[CH2:4]. (3) Given the reactants [C:1]([O:5][C:6]([N:8]1[CH2:13][CH2:12][CH:11]([NH:14][C:15]2[CH:20]=[CH:19][C:18]([Cl:21])=[CH:17][CH:16]=2)[CH2:10][CH2:9]1)=[O:7])([CH3:4])([CH3:3])[CH3:2].Cl[CH2:23][C:24]1[CH:25]=[C:26]([C:30]2[CH:35]=[C:34]([O:36][CH3:37])[C:33]([O:38][CH3:39])=[C:32]([O:40][CH3:41])[CH:31]=2)[CH:27]=[N:28][CH:29]=1, predict the reaction product. The product is: [C:1]([O:5][C:6]([N:8]1[CH2:13][CH2:12][CH:11]([N:14]([C:15]2[CH:20]=[CH:19][C:18]([Cl:21])=[CH:17][CH:16]=2)[CH2:23][C:24]2[CH:25]=[C:26]([C:30]3[CH:35]=[C:34]([O:36][CH3:37])[C:33]([O:38][CH3:39])=[C:32]([O:40][CH3:41])[CH:31]=3)[CH:27]=[N:28][CH:29]=2)[CH2:10][CH2:9]1)=[O:7])([CH3:4])([CH3:2])[CH3:3].